Dataset: Catalyst prediction with 721,799 reactions and 888 catalyst types from USPTO. Task: Predict which catalyst facilitates the given reaction. (1) Reactant: [BH4-].[Na+].CO.[N:5]1[CH:10]=[C:9]([CH:11]=[N:12][C:13]2[CH:18]=[CH:17][CH:16]=[CH:15][N:14]=2)[CH:8]=[N:7][CH:6]=1.C(O)(=O)C. Product: [N:7]1[CH:8]=[C:9]([CH2:11][NH:12][C:13]2[CH:18]=[CH:17][CH:16]=[CH:15][N:14]=2)[CH:10]=[N:5][CH:6]=1. The catalyst class is: 355. (2) Reactant: [CH2:1]([C:8]1[N:9]([CH2:19][C:20]([OH:22])=O)[C:10]([C:13]2[CH:18]=[CH:17][CH:16]=[CH:15][CH:14]=2)=[CH:11][CH:12]=1)[C:2]1[CH:7]=[CH:6][CH:5]=[CH:4][CH:3]=1.C(N1C=CN=C1)(N1C=CN=C1)=O.C(=O)(O)O.[NH2:39][C:40]([NH2:42])=[NH:41].C(N(CC)CC)C. Product: [NH2:41][C:40](=[NH:39])[NH:42][C:20](=[O:22])[CH2:19][N:9]1[C:10]([C:13]2[CH:18]=[CH:17][CH:16]=[CH:15][CH:14]=2)=[CH:11][CH:12]=[C:8]1[CH2:1][C:2]1[CH:7]=[CH:6][CH:5]=[CH:4][CH:3]=1. The catalyst class is: 3. (3) Reactant: [CH2:1]([O:8][C:9]1[CH:14]=[C:13]([O:15][CH2:16][C:17]2[CH:22]=[CH:21][CH:20]=[CH:19][CH:18]=2)[C:12]([CH:23]([CH3:25])[CH3:24])=[CH:11][C:10]=1[C:26]1[O:30][N:29]=[C:28]([C:31]([NH:33][CH2:34][CH3:35])=[O:32])[C:27]=1I)[C:2]1[CH:7]=[CH:6][CH:5]=[CH:4][CH:3]=1.C(OCC)(=O)C.C[C:44]#[N:45]. Product: [CH2:1]([O:8][C:9]1[CH:14]=[C:13]([O:15][CH2:16][C:17]2[CH:22]=[CH:21][CH:20]=[CH:19][CH:18]=2)[C:12]([CH:23]([CH3:25])[CH3:24])=[CH:11][C:10]=1[C:26]1[O:30][N:29]=[C:28]([C:31]([NH:33][CH2:34][CH3:35])=[O:32])[C:27]=1[C:44]#[N:45])[C:2]1[CH:7]=[CH:6][CH:5]=[CH:4][CH:3]=1. The catalyst class is: 73. (4) Reactant: [NH2:1][CH:2]1[CH2:7][CH2:6][N:5]([CH2:8][C:9]2[CH:18]=[CH:17][C:16]3[C:11](=[CH:12][CH:13]=[CH:14][CH:15]=3)[CH:10]=2)[CH2:4][CH2:3]1.[Cl-].[NH4+].Cl[C:22]1[C:31]2[C:26](=[CH:27][CH:28]=[C:29]([O:32][CH3:33])[CH:30]=2)[C:25]([C:34]2[CH:39]=[CH:38][CH:37]=[CH:36][CH:35]=2)=[N:24][N:23]=1.[OH-].[Na+]. Product: [CH3:33][O:32][C:29]1[CH:30]=[C:31]2[C:26]([C:25]([C:34]3[CH:35]=[CH:36][CH:37]=[CH:38][CH:39]=3)=[N:24][N:23]=[C:22]2[NH:1][CH:2]2[CH2:3][CH2:4][N:5]([CH2:8][C:9]3[CH:18]=[CH:17][C:16]4[C:11](=[CH:12][CH:13]=[CH:14][CH:15]=4)[CH:10]=3)[CH2:6][CH2:7]2)=[CH:27][CH:28]=1. The catalyst class is: 729. (5) Reactant: C[CH:2]([OH:4])[CH3:3].[C:5]1([NH:11][CH2:12][CH2:13][OH:14])[CH:10]=[CH:9][CH:8]=[CH:7][CH:6]=1.[OH-].[Na+].ClCC(Cl)=O. Product: [C:5]1([N:11]2[CH2:12][CH2:13][O:14][CH2:3][C:2]2=[O:4])[CH:10]=[CH:9][CH:8]=[CH:7][CH:6]=1. The catalyst class is: 6. (6) Reactant: C(OC([N:11]1[CH2:17][C:16]2[CH:18]=[C:19]([O:25][CH3:26])[C:20]([N+:22]([O-])=O)=[CH:21][C:15]=2[NH:14][C:13](=[O:27])[CH2:12]1)=O)C1C=CC=CC=1. Product: [NH2:22][C:20]1[C:19]([O:25][CH3:26])=[CH:18][C:16]2[CH2:17][NH:11][CH2:12][C:13](=[O:27])[NH:14][C:15]=2[CH:21]=1. The catalyst class is: 604. (7) Reactant: [Cl:1][C:2]1[CH:3]=[N:4][C:5]([N:8]2[CH2:13][CH2:12][CH:11]([C@H:14]3[CH2:16][C@H:15]3[CH2:17][CH2:18][N:19]([C:23]3[CH:28]=[CH:27][C:26]([N:29]4[CH:33]=[N:32][N:31]=[CH:30]4)=[CH:25][CH:24]=3)C(=O)C)[CH2:10][CH2:9]2)=[N:6][CH:7]=1.[OH-].[Na+].O. Product: [Cl:1][C:2]1[CH:3]=[N:4][C:5]([N:8]2[CH2:9][CH2:10][CH:11]([C@H:14]3[CH2:16][C@H:15]3[CH2:17][CH2:18][NH:19][C:23]3[CH:24]=[CH:25][C:26]([N:29]4[CH:30]=[N:31][N:32]=[CH:33]4)=[CH:27][CH:28]=3)[CH2:12][CH2:13]2)=[N:6][CH:7]=1. The catalyst class is: 8.